From a dataset of Full USPTO retrosynthesis dataset with 1.9M reactions from patents (1976-2016). Predict the reactants needed to synthesize the given product. (1) Given the product [C:19]([O:23][C:24]([NH:2][CH:3]([C:7]1[CH:8]=[C:9]([O:15][CH3:16])[CH:10]=[C:11]([O:13][CH3:14])[CH:12]=1)[C:4]([OH:6])=[O:5])=[O:25])([CH3:22])([CH3:21])[CH3:20], predict the reactants needed to synthesize it. The reactants are: Cl.[NH2:2][CH:3]([C:7]1[CH:12]=[C:11]([O:13][CH3:14])[CH:10]=[C:9]([O:15][CH3:16])[CH:8]=1)[C:4]([OH:6])=[O:5].[OH-].[Na+].[C:19]([O:23][C:24](O[C:24]([O:23][C:19]([CH3:22])([CH3:21])[CH3:20])=[O:25])=[O:25])([CH3:22])([CH3:21])[CH3:20]. (2) Given the product [CH3:15][CH2:16][O:17][C:18]([CH3:21])=[O:19].[CH3:5][CH2:6][CH2:7][CH:8]([CH3:13])[CH3:9].[CH3:23][O:24][C:25]1[CH:32]=[C:31]([O:33][CH3:34])[CH:30]=[CH:29][C:26]=1[CH2:27][NH:1][CH:2]([CH2:5][CH2:6][CH2:7][C:8]1[CH:13]=[CH:12][C:11]([O:14][CH2:15][C@@H:16]2[CH2:20][O:19][C:18]([CH3:22])([CH3:21])[O:17]2)=[CH:10][CH:9]=1)[C:3]#[N:4], predict the reactants needed to synthesize it. The reactants are: [NH2:1][CH:2]([CH2:5][CH2:6][CH2:7][C:8]1[CH:13]=[CH:12][C:11]([O:14][CH2:15][C@@H:16]2[CH2:20][O:19][C:18]([CH3:22])([CH3:21])[O:17]2)=[CH:10][CH:9]=1)[C:3]#[N:4].[CH3:23][O:24][C:25]1[CH:32]=[C:31]([O:33][CH3:34])[CH:30]=[CH:29][C:26]=1[CH:27]=O.C(O[BH-](OC(=O)C)OC(=O)C)(=O)C.[Na+].C(=O)([O-])O.[Na+]. (3) The reactants are: [F:1][C:2]1[CH:3]=[C:4]([N:8]=[C:9]=[O:10])[CH:5]=[CH:6][CH:7]=1.[NH2:11][C:12]1[C:13]([F:43])=[CH:14][C:15]([F:42])=[C:16]([C:18]2[C:19](=[O:41])[N:20]([CH2:39][CH3:40])[C:21]3[C:26]([CH:27]=2)=[CH:25][N:24]=[C:23]([N:28]([CH2:30][C:31]2[CH:36]=[CH:35][C:34]([O:37][CH3:38])=[CH:33][CH:32]=2)[CH3:29])[CH:22]=3)[CH:17]=1.[N-]=C=O. Given the product [CH3:38][O:37][C:34]1[CH:33]=[CH:32][C:31]([CH2:30][N:28]([CH3:29])[C:23]2[CH:22]=[C:21]3[C:26]([CH:27]=[C:18]([C:16]4[C:15]([F:42])=[CH:14][C:13]([F:43])=[C:12]([NH:11][C:9]([NH:8][C:4]5[CH:5]=[CH:6][CH:7]=[C:2]([F:1])[CH:3]=5)=[O:10])[CH:17]=4)[C:19](=[O:41])[N:20]3[CH2:39][CH3:40])=[CH:25][N:24]=2)=[CH:36][CH:35]=1, predict the reactants needed to synthesize it. (4) Given the product [CH3:26][N:8]([C:6]1[CH:5]=[CH:4][N:3]=[C:2]([NH:34][C:32]2[CH:31]=[N:30][N:29]([CH3:28])[CH:33]=2)[N:7]=1)[CH:9]1[CH2:25][CH2:24][C:12]2([CH2:16][N:15]([C:17]([O:19][C:20]([CH3:23])([CH3:22])[CH3:21])=[O:18])[CH2:14][CH2:13]2)[CH2:11][CH2:10]1, predict the reactants needed to synthesize it. The reactants are: Cl[C:2]1[N:7]=[C:6]([N:8]([CH3:26])[CH:9]2[CH2:25][CH2:24][C:12]3([CH2:16][N:15]([C:17]([O:19][C:20]([CH3:23])([CH3:22])[CH3:21])=[O:18])[CH2:14][CH2:13]3)[CH2:11][CH2:10]2)[CH:5]=[CH:4][N:3]=1.Cl.[CH3:28][N:29]1[CH:33]=[C:32]([NH2:34])[CH:31]=[N:30]1.CCN(C(C)C)C(C)C. (5) The reactants are: [C:1]([CH:5]([C:11]([O:13][CH2:14][CH3:15])=[O:12])[C:6]([O:8][CH2:9][CH3:10])=[O:7])(=O)[CH2:2][CH3:3].P(Cl)(Cl)([Cl:18])=O.C(N(CCCC)CCCC)CCC. Given the product [CH2:9]([O:8][C:6](=[O:7])[C:5](=[C:1]([Cl:18])[CH2:2][CH3:3])[C:11]([O:13][CH2:14][CH3:15])=[O:12])[CH3:10], predict the reactants needed to synthesize it. (6) Given the product [NH2:14][N:15]1[C:7](=[O:8])[C:6]2[C:5](=[CH:13][CH:12]=[CH:11][CH:10]=2)[N:4]=[C:1]1[CH3:2], predict the reactants needed to synthesize it. The reactants are: [C:1]([NH:4][C:5]1[CH:13]=[CH:12][CH:11]=[CH:10][C:6]=1[C:7](O)=[O:8])(=O)[CH3:2].[NH2:14][NH2:15].O.